This data is from Forward reaction prediction with 1.9M reactions from USPTO patents (1976-2016). The task is: Predict the product of the given reaction. (1) Given the reactants [NH2:1][C:2]1[C:3]([C:15]([NH2:17])=[O:16])=[CH:4][C:5]2[C:13]3[C:8](=[CH:9][CH:10]=[CH:11][CH:12]=3)[NH:7][C:6]=2[N:14]=1.[C:18](OO[C:18](=[O:25])[C:19]1[CH:24]=[CH:23][CH:22]=[CH:21][CH:20]=1)(=[O:25])[C:19]1[CH:24]=[CH:23][CH:22]=[CH:21][CH:20]=1, predict the reaction product. The product is: [NH2:1][C:2]1[C:3]([C:15]([NH2:17])=[O:16])=[CH:4][C:5]2[C:13]3[C:8](=[CH:9][CH:10]=[CH:11][CH:12]=3)[N:7]([C:18](=[O:25])[C:19]3[CH:24]=[CH:23][CH:22]=[CH:21][CH:20]=3)[C:6]=2[N:14]=1. (2) Given the reactants [C:1]([O:5][C:6](=[O:25])[NH:7][C:8]1[CH:13]=[C:12]([O:14][CH2:15][C:16]([F:19])([F:18])[F:17])[C:11]([C:20]([F:23])([F:22])[F:21])=[CH:10][C:9]=1[NH2:24])([CH3:4])([CH3:3])[CH3:2].C([O:30][C:31](=O)[CH2:32][C:33]([C:35]1[CH:40]=[CH:39][CH:38]=[C:37]([C:41]2[CH:42]=[N:43][C:44]([CH3:47])=[CH:45][CH:46]=2)[CH:36]=1)=[O:34])(C)(C)C, predict the reaction product. The product is: [C:1]([O:5][C:6](=[O:25])[NH:7][C:8]1[CH:13]=[C:12]([O:14][CH2:15][C:16]([F:18])([F:17])[F:19])[C:11]([C:20]([F:22])([F:23])[F:21])=[CH:10][C:9]=1[NH:24][C:31](=[O:30])[CH2:32][C:33]([C:35]1[CH:40]=[CH:39][CH:38]=[C:37]([C:41]2[CH:42]=[N:43][C:44]([CH3:47])=[CH:45][CH:46]=2)[CH:36]=1)=[O:34])([CH3:4])([CH3:2])[CH3:3].